The task is: Binary Classification. Given a miRNA mature sequence and a target amino acid sequence, predict their likelihood of interaction.. This data is from Experimentally validated miRNA-target interactions with 360,000+ pairs, plus equal number of negative samples. (1) The miRNA is hsa-miR-1976 with sequence CCUCCUGCCCUCCUUGCUGU. The protein sequence of the target gene is MSTNICSFKDRCVSILCCKFCKQVLSSRGMKAVLLADTEIDLFSTDIPPTNAVDFTGRCYFTKICKCKLKDIACLKCGNIVGYHVIVPCSSCLLSCNNGHFWMFHSQAVYDINRLDSTGVNVLLWGNLPEIEESTDEDVLNISAEECIR. Result: 0 (no interaction). (2) The miRNA is rno-miR-10b-5p with sequence CCCUGUAGAACCGAAUUUGUGU. The protein sequence of the target gene is MMTKHKKCFIIVGVLITTNIITLIVKLTRDSQSLCPYDWIGFQNKCYYFSKEEGDWNSSKYNCSTQHADLTIIDNIEEMNFLRRYKCSSDHWIGLKMAKNRTGQWVDGATFTKSFGMRGSEGCAYLSDDGAATARCYTERKWICRKRIH. Result: 0 (no interaction). (3) The miRNA is ssc-miR-34c with sequence AGGCAGUGUAGUUAGCUGAUUGC. The protein sequence of the target gene is MDLGTAESTRCTDPPAGKPPMAAKRKGGLKLNAICAKLSRQVVVEKGAEAGSQAEGSPLHPRDKERSGPESGVSRAPRSEEDKRRAVIEKWVNGEYCEDPAPTPVLGRIARDQELPPEGVYMVQPQGCSDEEDHAEEPSKDNSVLEEKESDGTASKDDSGPSTRQASGETSSLRDYAASTMTEFLGMFGYDDQNTRDELAKKISFEKPHAGSTPEVAASSMLPSSEDTLSKRARFSKYEEYIRKLKAGEQLPWPAHGSKAEDRAGKEVVGPLPSLRLPSNTAHLETKATILPLPSHSSVQ.... Result: 0 (no interaction). (4) The miRNA is hsa-miR-1301-3p with sequence UUGCAGCUGCCUGGGAGUGACUUC. The protein sequence of the target gene is MGKAVSQLTSRKDEDKPILPDNPAMASQAANYFSTGSSKPAHSCMPYEKAASSSFVTCPTCQGNGEIPQEQEKQLVALIPYGDQRLKPRRTKLFVFLSVAICLLIFSLTIFFLYPRPIAVRPVGLNSSTVTFEDAHVQLNTTNVLNIFNSNFYPITVTQLTAEVLHQASVVGQVTSSLRLHIGPLASEQMPYEVASRILDENTYKICTWPKIRVHHILLNIQGSLTCSFLSHPQQLPFESFEYVDCRENMSLPHLELPRPA. Result: 0 (no interaction).